Dataset: Full USPTO retrosynthesis dataset with 1.9M reactions from patents (1976-2016). Task: Predict the reactants needed to synthesize the given product. (1) Given the product [C:1]([O:5][C:6](=[O:18])[N:7]([C@H:8]1[CH2:16][C:15]2[C:10](=[CH:11][CH:12]=[C:13]([Br:17])[CH:14]=2)[CH2:9]1)[CH2:21][CH2:22][CH3:23])([CH3:4])([CH3:2])[CH3:3], predict the reactants needed to synthesize it. The reactants are: [C:1]([O:5][C:6](=[O:18])[NH:7][C@H:8]1[CH2:16][C:15]2[C:10](=[CH:11][CH:12]=[C:13]([Br:17])[CH:14]=2)[CH2:9]1)([CH3:4])([CH3:3])[CH3:2].[H-].[Na+].[CH2:21](Br)[CH2:22][CH3:23]. (2) Given the product [Cl:7][C:8]1[CH:9]=[C:10]([CH:40]=[CH:41][CH:42]=1)[C:11]([NH:13][C:14]1[CH:19]=[CH:18][C:17]([NH:20][C:21]2[C:30]3[C:25](=[CH:26][C:27]([O:33][CH2:34][CH2:35][CH2:36][CH2:37][CH2:38][N:3]([CH2:1][CH3:2])[CH2:4][CH2:5][OH:6])=[C:28]([O:31][CH3:32])[CH:29]=3)[N:24]=[CH:23][N:22]=2)=[CH:16][N:15]=1)=[O:12], predict the reactants needed to synthesize it. The reactants are: [CH2:1]([NH:3][CH2:4][CH2:5][OH:6])[CH3:2].[Cl:7][C:8]1[CH:9]=[C:10]([CH:40]=[CH:41][CH:42]=1)[C:11]([NH:13][C:14]1[CH:19]=[CH:18][C:17]([NH:20][C:21]2[C:30]3[C:25](=[CH:26][C:27]([O:33][CH2:34][CH2:35][CH2:36][CH2:37][CH2:38]Cl)=[C:28]([O:31][CH3:32])[CH:29]=3)[N:24]=[CH:23][N:22]=2)=[CH:16][N:15]=1)=[O:12]. (3) Given the product [NH2:2][C:1]1[N:29]([C:31]2[CH:32]=[CH:33][C:34]([CH2:37][C:38]([O:40][CH3:41])=[O:39])=[CH:35][CH:36]=2)[N:30]=[CH:11][C:3]=1[C:4]([O:6][C:7]([CH3:10])([CH3:9])[CH3:8])=[O:5], predict the reactants needed to synthesize it. The reactants are: [C:1]([CH2:3][C:4]([O:6][C:7]([CH3:10])([CH3:9])[CH3:8])=[O:5])#[N:2].[CH:11](OCC)(OCC)OCC.C(OC(=O)C)(=O)C.Cl.[NH:29]([C:31]1[CH:36]=[CH:35][C:34]([CH2:37][C:38]([O:40][CH3:41])=[O:39])=[CH:33][CH:32]=1)[NH2:30].CCN(C(C)C)C(C)C. (4) Given the product [Cl:23][C:21]1[N:20]=[CH:19][N:18]=[C:17]([NH:16][C:4]2[CH:5]=[CH:6][C:7]([O:8][CH2:9][C:10]3[CH:11]=[CH:12][CH:13]=[CH:14][CH:15]=3)=[C:2]([NH:1][S:31]([CH3:30])(=[O:33])=[O:32])[CH:3]=2)[CH:22]=1, predict the reactants needed to synthesize it. The reactants are: [NH2:1][C:2]1[CH:3]=[C:4]([NH:16][C:17]2[CH:22]=[C:21]([Cl:23])[N:20]=[CH:19][N:18]=2)[CH:5]=[CH:6][C:7]=1[O:8][CH2:9][C:10]1[CH:15]=[CH:14][CH:13]=[CH:12][CH:11]=1.N1C=CC=CC=1.[CH3:30][S:31](Cl)(=[O:33])=[O:32].